Dataset: Full USPTO retrosynthesis dataset with 1.9M reactions from patents (1976-2016). Task: Predict the reactants needed to synthesize the given product. (1) Given the product [CH2:1]([O:3][C:4](=[O:31])[CH:5]([S:40][CH:38]([CH3:39])[CH3:37])[CH2:6][C:7]1[CH:12]=[CH:11][C:10]([CH2:13][CH2:14][N:15]([C:23]([O:25][C:26]([CH3:29])([CH3:28])[CH3:27])=[O:24])[CH2:16][CH2:17][CH2:18][CH2:19][CH2:20][CH2:21][CH3:22])=[CH:9][CH:8]=1)[CH3:2], predict the reactants needed to synthesize it. The reactants are: [CH2:1]([O:3][C:4](=[O:31])[CH:5](O)[CH2:6][C:7]1[CH:12]=[CH:11][C:10]([CH2:13][CH2:14][N:15]([C:23]([O:25][C:26]([CH3:29])([CH3:28])[CH3:27])=[O:24])[CH2:16][CH2:17][CH2:18][CH2:19][CH2:20][CH2:21][CH3:22])=[CH:9][CH:8]=1)[CH3:2].CS(Cl)(=O)=O.[CH3:37][CH:38]([SH:40])[CH3:39].CC(C)([O-])C.[K+].O1CCCC1.Cl. (2) Given the product [F:1][C:2]1[CH:3]=[C:4]2[C:8](=[CH:9][CH:10]=1)[N:7]([CH3:11])[CH:6]=[C:5]2[B:23]1[O:24][C:25]([CH3:27])([CH3:26])[C:21]([CH3:28])([CH3:20])[O:22]1, predict the reactants needed to synthesize it. The reactants are: [F:1][C:2]1[CH:3]=[C:4]2[C:8](=[CH:9][CH:10]=1)[N:7]([CH3:11])[CH:6]=[C:5]2I.C(N(CC)CC)C.[CH3:20][C:21]1([CH3:28])[C:25]([CH3:27])([CH3:26])[O:24][BH:23][O:22]1. (3) Given the product [F:42][C:9]1([F:8])[CH2:14][CH2:13][CH:12]([N:15]([C:22]2[CH:34]=[C:33]([N:35]3[CH2:36][CH2:37][N:38]([CH3:41])[CH2:39][CH2:40]3)[CH:32]=[CH:31][C:23]=2[C:24]([OH:26])=[O:25])[C:16](=[O:21])[C:17]([F:18])([F:19])[F:20])[CH2:11][CH2:10]1, predict the reactants needed to synthesize it. The reactants are: FC(F)(F)C(O)=O.[F:8][C:9]1([F:42])[CH2:14][CH2:13][CH:12]([N:15]([C:22]2[CH:34]=[C:33]([N:35]3[CH2:40][CH2:39][N:38]([CH3:41])[CH2:37][CH2:36]3)[CH:32]=[CH:31][C:23]=2[C:24]([O:26]C(C)(C)C)=[O:25])[C:16](=[O:21])[C:17]([F:20])([F:19])[F:18])[CH2:11][CH2:10]1. (4) Given the product [O:1]=[C:2]1[N:6]([C:19]([O:21][C:22]([CH3:25])([CH3:24])[CH3:23])=[O:18])[C@H:5]([C:7]([O:9][CH3:10])=[O:8])[CH2:4][CH2:3]1, predict the reactants needed to synthesize it. The reactants are: [O:1]=[C:2]1[NH:6][C@H:5]([C:7]([O:9][CH3:10])=[O:8])[CH2:4][CH2:3]1.C(N(CC)CC)C.[O:18](C(OC(C)(C)C)=O)[C:19]([O:21][C:22]([CH3:25])([CH3:24])[CH3:23])=O. (5) Given the product [CH2:14]([O:1][N:2]=[C:3]([C:8]([O:10][CH3:11])=[O:9])[C:4]([O:6][CH3:7])=[O:5])[CH:13]=[CH2:12], predict the reactants needed to synthesize it. The reactants are: [OH:1][N:2]=[C:3]([C:8]([O:10][CH3:11])=[O:9])[C:4]([O:6][CH3:7])=[O:5].[CH2:12](Br)[CH:13]=[CH2:14].C(=O)([O-])[O-].[K+].[K+].O. (6) Given the product [NH2:8][C:5]1[N:6]=[CH:7][C:2]([C:22]2[S:23][C:24]([C:25]([O:27][CH3:28])=[O:26])=[C:20]([N:19]([C:17]([C@H:14]3[CH2:15][CH2:16][C@H:11]([CH3:10])[CH2:12][CH2:13]3)=[O:18])[CH:32]([CH3:34])[CH3:33])[CH:21]=2)=[CH:3][C:4]=1[CH3:9], predict the reactants needed to synthesize it. The reactants are: Br[C:2]1[CH:3]=[C:4]([CH3:9])[C:5]([NH2:8])=[N:6][CH:7]=1.[CH3:10][C@H:11]1[CH2:16][CH2:15][C@H:14]([C:17]([N:19]([CH:32]([CH3:34])[CH3:33])[C:20]2[CH:21]=[C:22](B(O)O)[S:23][C:24]=2[C:25]([O:27][CH3:28])=[O:26])=[O:18])[CH2:13][CH2:12]1.C(=O)([O-])[O-].[Na+].[Na+]. (7) Given the product [Cl:9][C:10]1[CH:11]=[C:12]2[C:13](=[CH:14][CH:15]=1)[C:16]1([CH2:21][CH2:20][CH2:19][CH2:18][CH2:17]1)[C:22](=[O:23])[C:24]([C:25]([O:27][CH2:28][CH3:29])=[O:26])=[C:30]2[OH:31], predict the reactants needed to synthesize it. The reactants are: OS(C(F)(F)F)(=O)=O.[Cl:9][C:10]1[CH:15]=[CH:14][C:13]([C:16]2([C:22]([CH:24]([C:30](OCC)=[O:31])[C:25]([O:27][CH2:28][CH3:29])=[O:26])=[O:23])[CH2:21][CH2:20][CH2:19][CH2:18][CH2:17]2)=[CH:12][CH:11]=1. (8) The reactants are: [N+:1]([O-:4])([O-:3])=[O:2].[N+:5]([O-:8])([O-:7])=[O:6].[N+:9]([O-:12])([O-:11])=[O:10].[Ga+3:13].[Ga]. Given the product [N+:1]([O-:4])([O-:3])=[O:2].[Ga+3:13].[N+:5]([O-:8])([O-:7])=[O:6].[N+:9]([O-:12])([O-:11])=[O:10].[Ga:13].[N+:1]([O-:4])([OH:3])=[O:2], predict the reactants needed to synthesize it.